From a dataset of NCI-60 drug combinations with 297,098 pairs across 59 cell lines. Regression. Given two drug SMILES strings and cell line genomic features, predict the synergy score measuring deviation from expected non-interaction effect. (1) Drug 1: COC1=C(C=C2C(=C1)N=CN=C2NC3=CC(=C(C=C3)F)Cl)OCCCN4CCOCC4. Drug 2: C1=CC(=CC=C1CCCC(=O)O)N(CCCl)CCCl. Cell line: HT29. Synergy scores: CSS=27.9, Synergy_ZIP=5.43, Synergy_Bliss=-1.13, Synergy_Loewe=-2.71, Synergy_HSA=1.74. (2) Drug 1: CCCS(=O)(=O)NC1=C(C(=C(C=C1)F)C(=O)C2=CNC3=C2C=C(C=N3)C4=CC=C(C=C4)Cl)F. Drug 2: CS(=O)(=O)C1=CC(=C(C=C1)C(=O)NC2=CC(=C(C=C2)Cl)C3=CC=CC=N3)Cl. Cell line: SW-620. Synergy scores: CSS=-19.2, Synergy_ZIP=11.5, Synergy_Bliss=4.35, Synergy_Loewe=-15.7, Synergy_HSA=-15.4. (3) Drug 1: C1CC(=O)NC(=O)C1N2CC3=C(C2=O)C=CC=C3N. Drug 2: CC(C)NC(=O)C1=CC=C(C=C1)CNNC.Cl. Cell line: NCIH23. Synergy scores: CSS=3.83, Synergy_ZIP=-1.17, Synergy_Bliss=1.96, Synergy_Loewe=2.70, Synergy_HSA=2.12. (4) Drug 1: CC1C(C(CC(O1)OC2CC(CC3=C2C(=C4C(=C3O)C(=O)C5=C(C4=O)C(=CC=C5)OC)O)(C(=O)CO)O)N)O.Cl. Drug 2: CC1C(C(CC(O1)OC2CC(CC3=C2C(=C4C(=C3O)C(=O)C5=C(C4=O)C(=CC=C5)OC)O)(C(=O)C)O)N)O.Cl. Cell line: NCI-H226. Synergy scores: CSS=28.6, Synergy_ZIP=-1.28, Synergy_Bliss=-1.72, Synergy_Loewe=-21.0, Synergy_HSA=-1.35. (5) Drug 1: CC1=C(C=C(C=C1)NC2=NC=CC(=N2)N(C)C3=CC4=NN(C(=C4C=C3)C)C)S(=O)(=O)N.Cl. Drug 2: CCN(CC)CCNC(=O)C1=C(NC(=C1C)C=C2C3=C(C=CC(=C3)F)NC2=O)C. Cell line: NCI-H322M. Synergy scores: CSS=1.35, Synergy_ZIP=2.17, Synergy_Bliss=3.75, Synergy_Loewe=2.35, Synergy_HSA=1.21. (6) Drug 1: C1CCC(C1)C(CC#N)N2C=C(C=N2)C3=C4C=CNC4=NC=N3. Drug 2: C1=C(C(=O)NC(=O)N1)F. Cell line: OVCAR-4. Synergy scores: CSS=36.0, Synergy_ZIP=-2.74, Synergy_Bliss=-13.3, Synergy_Loewe=-17.1, Synergy_HSA=-13.3. (7) Drug 1: CC1C(C(=O)NC(C(=O)N2CCCC2C(=O)N(CC(=O)N(C(C(=O)O1)C(C)C)C)C)C(C)C)NC(=O)C3=C4C(=C(C=C3)C)OC5=C(C(=O)C(=C(C5=N4)C(=O)NC6C(OC(=O)C(N(C(=O)CN(C(=O)C7CCCN7C(=O)C(NC6=O)C(C)C)C)C)C(C)C)C)N)C. Drug 2: CC1CCC2CC(C(=CC=CC=CC(CC(C(=O)C(C(C(=CC(C(=O)CC(OC(=O)C3CCCCN3C(=O)C(=O)C1(O2)O)C(C)CC4CCC(C(C4)OC)O)C)C)O)OC)C)C)C)OC. Cell line: NCI/ADR-RES. Synergy scores: CSS=-2.62, Synergy_ZIP=2.14, Synergy_Bliss=0.711, Synergy_Loewe=-3.08, Synergy_HSA=-2.52. (8) Drug 1: CN(C)N=NC1=C(NC=N1)C(=O)N. Drug 2: C1CC(C1)(C(=O)O)C(=O)O.[NH2-].[NH2-].[Pt+2]. Cell line: M14. Synergy scores: CSS=37.7, Synergy_ZIP=4.10, Synergy_Bliss=4.62, Synergy_Loewe=-11.5, Synergy_HSA=1.20. (9) Drug 1: CC1CCC2CC(C(=CC=CC=CC(CC(C(=O)C(C(C(=CC(C(=O)CC(OC(=O)C3CCCCN3C(=O)C(=O)C1(O2)O)C(C)CC4CCC(C(C4)OC)OCCO)C)C)O)OC)C)C)C)OC. Drug 2: CNC(=O)C1=NC=CC(=C1)OC2=CC=C(C=C2)NC(=O)NC3=CC(=C(C=C3)Cl)C(F)(F)F. Cell line: U251. Synergy scores: CSS=1.92, Synergy_ZIP=-1.83, Synergy_Bliss=0.995, Synergy_Loewe=-15.0, Synergy_HSA=-3.52. (10) Synergy scores: CSS=6.67, Synergy_ZIP=0.0505, Synergy_Bliss=5.93, Synergy_Loewe=-2.58, Synergy_HSA=0.502. Drug 1: C1=NC2=C(N=C(N=C2N1C3C(C(C(O3)CO)O)O)F)N. Cell line: MDA-MB-231. Drug 2: CCC(=C(C1=CC=CC=C1)C2=CC=C(C=C2)OCCN(C)C)C3=CC=CC=C3.C(C(=O)O)C(CC(=O)O)(C(=O)O)O.